This data is from Full USPTO retrosynthesis dataset with 1.9M reactions from patents (1976-2016). The task is: Predict the reactants needed to synthesize the given product. (1) Given the product [C:1]([O:5][C:6](=[O:18])[NH:7][CH2:8][C:9]1[CH:14]=[CH:13][C:12]([O:15][CH2:20][CH2:21][OH:22])=[CH:11][C:10]=1[O:16][CH3:17])([CH3:4])([CH3:3])[CH3:2], predict the reactants needed to synthesize it. The reactants are: [C:1]([O:5][C:6](=[O:18])[NH:7][CH2:8][C:9]1[CH:14]=[CH:13][C:12]([OH:15])=[CH:11][C:10]=1[O:16][CH3:17])([CH3:4])([CH3:3])[CH3:2].Br[CH2:20][CH2:21][OH:22]. (2) Given the product [CH:18]1[C:19]2[C:24](=[CH:23][CH:22]=[CH:21][CH:20]=2)[CH:25]=[CH:26][C:17]=1[O:16][C:14]1[CH:13]=[C:8]([C:9]([OH:11])=[O:10])[CH:7]=[C:6]([CH:15]=1)[C:5]([OH:27])=[O:4], predict the reactants needed to synthesize it. The reactants are: [Li+].[OH-].C[O:4][C:5](=[O:27])[C:6]1[CH:15]=[C:14]([O:16][C:17]2[CH:26]=[CH:25][C:24]3[C:19](=[CH:20][CH:21]=[CH:22][CH:23]=3)[CH:18]=2)[CH:13]=[C:8]([C:9]([O:11]C)=[O:10])[CH:7]=1.Cl.